Regression. Given a target protein amino acid sequence and a drug SMILES string, predict the binding affinity score between them. We predict pIC50 (pIC50 = -log10(IC50 in M); higher means more potent). Dataset: bindingdb_ic50. From a dataset of Drug-target binding data from BindingDB using IC50 measurements. (1) The pIC50 is 6.2. The target protein (P00520) has sequence MLEICLKLVGCKSKKGLSSSSSCYLEEALQRPVASDFEPQGLSEAARWNSKENLLAGPSENDPNLFVALYDFVASGDNTLSITKGEKLRVLGYNHNGEWCEAQTKNGQGWVPSNYITPVNSLEKHSWYHGPVSRNAAEYLLSSGINGSFLVRESESSPGQRSISLRYEGRVYHYRINTASDGKLYVSSESRFNTLAELVHHHSTVADGLITTLHYPAPKRNKPTIYGVSPNYDKWEMERTDITMKHKLGGGQYGEVYEGVWKKYSLTVAVKTLKEDTMEVEEFLKEAAVMKEIKHPNLVQLLGVCTREPPFYIITEFMTYGNLLDYLRECNRQEVSAVVLLYMATQISSAMEYLEKKNFIHRDLAARNCLVGENHLVKVADFGLSRLMTGDTYTAHAGAKFPIKWTAPESLAYNKFSIKSDVWAFGVLLWEIATYGMSPYPGIDLSQVYELLEKDYRMERPEGCPEKVYELMRACWQWNPSDRPSFAEIHQAFETMFQES.... The compound is CNC(=O)c1cc(Oc2ccc(NC(=O)Nc3ccc(CN4CCN(C)CC4)cc3)cc2)ccn1. (2) The drug is COC(=O)Cc1cc(C(=O)Nc2cc(-n3ccn4nc(-c5cccnc5)cc34)c(C)cc2C)cc(S(F)(F)(F)(F)F)c1. The target protein sequence is NVQRRMAQAFQNVREEPAVQFNSGTLALNRKVKNNPDPTIYPVLDWNDIKFQDVIGEGNFGQVLKARIKKDGLRMDAAIKRMKEYASKDDHRDFAGELEVLCKLGHHPNIINLLGACEHRGYLYLAIEYAPHGNLLDFLRKSRVLETDPAFAIANSTASTLSSQQLLHFAADVARGMDYLSQKQFIHRDLAARNILVGENYVAKIADFGLSRGQEVYVKKTMGRLPVRWMAIESLNYSVYTTNSDVWSYGVLLWEIVSLGGTPYCGMTCAELYEKLPQGYRLEKPLNCDDEVYDLMRQCWREKPYERPSFAQILVSLNRMLEERKTYVNTTLYEKFTYAGIDCSAEEAA. The pIC50 is 9.3. (3) The compound is C=CCc1c(C)nc(-c2ccc(C)s2)nc1Nc1ccc(C(=O)O)cc1. The target protein (Q08499) has sequence MEAEGSSAPARAGSGEGSDSAGGATLKAPKHLWRHEQHHQYPLRQPQFRLLHPHHHLPPPPPPSPQPQPQCPLQPPPPPPLPPPPPPPGAARGRYASSGATGRVRHRGYSDTERYLYCRAMDRTSYAVETGHRPGLKKSRMSWPSSFQGLRRFDVDNGTSAGRSPLDPMTSPGSGLILQANFVHSQRRESFLYRSDSDYDLSPKSMSRNSSIASDIHGDDLIVTPFAQVLASLRTVRNNFAALTNLQDRAPSKRSPMCNQPSINKATITEEAYQKLASETLEELDWCLDQLETLQTRHSVSEMASNKFKRMLNRELTHLSEMSRSGNQVSEFISNTFLDKQHEVEIPSPTQKEKEKKKRPMSQISGVKKLMHSSSLTNSSIPRFGVKTEQEDVLAKELEDVNKWGLHVFRIAELSGNRPLTVIMHTIFQERDLLKTFKIPVDTLITYLMTLEDHYHADVAYHNNIHAADVVQSTHVLLSTPALEAVFTDLEILAAIFASA.... The pIC50 is 5.9.